Dataset: Forward reaction prediction with 1.9M reactions from USPTO patents (1976-2016). Task: Predict the product of the given reaction. (1) Given the reactants [C:1]([C:3]1([C:6]2[CH:7]=[C:8]([CH:13]=[CH:14][CH:15]=2)[C:9]([O:11]C)=[O:10])[CH2:5][CH2:4]1)#[N:2].[OH-].[Li+], predict the reaction product. The product is: [C:1]([C:3]1([C:6]2[CH:7]=[C:8]([CH:13]=[CH:14][CH:15]=2)[C:9]([OH:11])=[O:10])[CH2:4][CH2:5]1)#[N:2]. (2) Given the reactants [CH3:1][O:2][CH2:3][O:4][C:5]1[CH:6]=[CH:7][C:8]([N+:34]([O-])=O)=[C:9]([NH:11][C:12]2[S:16][C:15]([C:17]([O:19][CH3:20])=[O:18])=[C:14]([O:21][C@@H:22]([C:24]3[CH:29]=[CH:28][CH:27]=[CH:26][C:25]=3[C:30]([F:33])([F:32])[F:31])[CH3:23])[CH:13]=2)[CH:10]=1.[C:37]1(C)C=CC(S([O-])(=O)=O)=CC=1.[NH+]1C=CC=CC=1, predict the reaction product. The product is: [CH3:1][O:2][CH2:3][O:4][C:5]1[CH:6]=[CH:7][C:8]2[N:34]=[CH:37][N:11]([C:12]3[S:16][C:15]([C:17]([O:19][CH3:20])=[O:18])=[C:14]([O:21][C@@H:22]([C:24]4[CH:29]=[CH:28][CH:27]=[CH:26][C:25]=4[C:30]([F:33])([F:32])[F:31])[CH3:23])[CH:13]=3)[C:9]=2[CH:10]=1. (3) Given the reactants [O:1]([C:8]1[CH:14]=[CH:13][CH:12]=[CH:11][C:9]=1[NH2:10])[C:2]1[CH:7]=[CH:6][CH:5]=[CH:4][CH:3]=1.[CH3:15][S:16][CH3:17].ClN1[C:23](=[O:24])[CH2:22]CC1=O.C(=O)=O.CC(C)=O.C(N(CC)CC)C.S([O-])([O-])=O.[Na+].[Na+], predict the reaction product. The product is: [CH3:15][S:16][CH2:17][C:11]1[CH:12]=[CH:13][CH:14]=[C:8]([O:1][C:2]2[CH:3]=[CH:4][CH:5]=[CH:6][CH:7]=2)[C:9]=1[NH:10][C:23](=[O:24])[CH3:22]. (4) Given the reactants [Mg:1].[Br:2]C1C=CC=CC=1OC.F[C:12](F)(F)[O:13][C:14]1[CH:15]=[C:16]2[C:20](=[CH:21][CH:22]=1)NC(=O)C2=O.[NH4+].[Cl-], predict the reaction product. The product is: [CH3:12][O:13][C:14]1[CH:15]=[CH:16][CH:20]=[CH:21][C:22]=1[Mg:1][Br:2]. (5) The product is: [C:18]([CH2:17][C:16]([N:25]1[CH2:26][CH2:27][C@H:22]([CH3:21])[C@H:23]([NH:28][C:29](=[O:35])[O:30][C:31]([CH3:34])([CH3:33])[CH3:32])[CH2:24]1)=[O:15])#[N:19]. Given the reactants C(N(CC)CC)C.O=C1CCC(=O)N1[O:15][C:16](=O)[CH2:17][C:18]#[N:19].[CH3:21][C@H:22]1[CH2:27][CH2:26][NH:25][CH2:24][C@H:23]1[NH:28][C:29](=[O:35])[O:30][C:31]([CH3:34])([CH3:33])[CH3:32], predict the reaction product. (6) Given the reactants [CH3:1][C:2]([C:4]1[CH:9]=[CH:8][C:7]([S:10]([CH3:13])(=[O:12])=[O:11])=[CH:6][CH:5]=1)=[O:3].[Al+3].[Cl-].[Cl-].[Cl-].[Br:18]Br.O, predict the reaction product. The product is: [Br:18][CH2:1][C:2]([C:4]1[CH:5]=[CH:6][C:7]([S:10]([CH3:13])(=[O:12])=[O:11])=[CH:8][CH:9]=1)=[O:3]. (7) Given the reactants [NH2:1][C:2]1[C:3]([C:15]([NH2:17])=[O:16])=[CH:4][C:5]2[C:13]3[C:8](=[CH:9][CH:10]=[CH:11][CH:12]=3)[NH:7][C:6]=2[N:14]=1.[CH2:18](Br)[C:19](=[CH2:21])[CH3:20].NC1C(C(N)=O)=CC2C3C(=CC=CC=3)N(C(C)C)C=2N=1, predict the reaction product. The product is: [NH2:1][C:2]1[C:3]([C:15]([NH2:17])=[O:16])=[CH:4][C:5]2[C:13]3[C:8](=[CH:9][CH:10]=[CH:11][CH:12]=3)[N:7]([CH2:20][C:19]([CH3:21])=[CH2:18])[C:6]=2[N:14]=1. (8) The product is: [ClH:18].[CH2:11]([N:6]1[C:5]2[CH:7]=[CH:8][CH:9]=[CH:10][C:4]=2[S:3][C:2]1=[NH:1])[C:12]1[CH:17]=[CH:16][CH:15]=[CH:14][CH:13]=1. Given the reactants [NH2:1][C:2]1[S:3][C:4]2[CH:10]=[CH:9][CH:8]=[CH:7][C:5]=2[N:6]=1.[CH2:11]([Cl:18])[C:12]1[CH:17]=[CH:16][CH:15]=[CH:14][CH:13]=1.[I-].[Na+], predict the reaction product.